Dataset: Drug-target binding data from BindingDB using Ki measurements. Task: Regression. Given a target protein amino acid sequence and a drug SMILES string, predict the binding affinity score between them. We predict pKi (pKi = -log10(Ki in M); higher means stronger inhibition). Dataset: bindingdb_ki. (1) The small molecule is C[C@@H](Oc1ccccc1)[C@@H]1NC(=O)[C@H](CCCCN)NC(=O)[C@@H](Cc2c[nH]c3ccccc23)NC(=O)[C@H](Cc2ccccc2)NCCCCCCNC1=O. The target protein (P49660) has sequence MNAPATLPPGVEDTTWTPGINASWAPDEEEEDAMGSDGTGTAGMVTIQCIYALVCLVGLVGNALVIFVILRYAKMKTATNIYLLNLAVADELFMLSVPFARSAAALRHWPFGAVLCRAVLSVDGLNMFTSVFCLTVLSVDRYVAVVHPLATATYRRPSVAKLINLGVWLASLLVTLPIAVFADTRPARGGEAVACNLHWPHPAWSAVFVIYTFLLGFLPPVLAIGLCYLLIVGKMRAVALAGGWQQRRRSEKKITRLVLMVVTVFVLCWMPFYVVQLLNLFVTSLDATVNHVSLILSYANSCANPILYGFLSDNFRRSFQRVLCLRCCLLETTGGAEEEPLDYYATALKSRGGAGCICPPLPCQQEPVQAEPGCKQVPFTKTTTF. The pKi is 6.0. (2) The compound is CC[C@H](C)[C@H](NC(=O)[C@H](CC(=O)O)NC(=O)[C@H](Cc1ccccc1)NC(=O)[C@@H](C)NC(=O)[C@@H](N)Cc1ccc(O)cc1)C(=O)N[C@H](C(=O)NCC(N)=O)[C@@H](C)CC. The target protein (P33535) has sequence MDSSTGPGNTSDCSDPLAQASCSPAPGSWLNLSHVDGNQSDPCGLNRTGLGGNDSLCPQTGSPSMVTAITIMALYSIVCVVGLFGNFLVMYVIVRYTKMKTATNIYIFNLALADALATSTLPFQSVNYLMGTWPFGTILCKIVISIDYYNMFTSIFTLCTMSVDRYIAVCHPVKALDFRTPRNAKIVNVCNWILSSAIGLPVMFMATTKYRQGSIDCTLTFSHPTWYWENLLKICVFIFAFIMPVLIITVCYGLMILRLKSVRMLSGSKEKDRNLRRITRMVLVVVAVFIVCWTPIHIYVIIKALITIPETTFQTVSWHFCIALGYTNSCLNPVLYAFLDENFKRCFREFCIPTSSTIEQQNSTRVRQNTREHPSTANTVDRTNHQLENLEAETAPLP. The pKi is 5.5. (3) The drug is NC(=O)[C@H](Cc1ccccc1)NC(=O)[C@H](Cc1ccccc1)NC(=O)[C@H]1CCC[C@@H]1NC(=O)[C@@H](N)Cc1ccc(O)cc1. The target protein (P33535) has sequence MDSSTGPGNTSDCSDPLAQASCSPAPGSWLNLSHVDGNQSDPCGLNRTGLGGNDSLCPQTGSPSMVTAITIMALYSIVCVVGLFGNFLVMYVIVRYTKMKTATNIYIFNLALADALATSTLPFQSVNYLMGTWPFGTILCKIVISIDYYNMFTSIFTLCTMSVDRYIAVCHPVKALDFRTPRNAKIVNVCNWILSSAIGLPVMFMATTKYRQGSIDCTLTFSHPTWYWENLLKICVFIFAFIMPVLIITVCYGLMILRLKSVRMLSGSKEKDRNLRRITRMVLVVVAVFIVCWTPIHIYVIIKALITIPETTFQTVSWHFCIALGYTNSCLNPVLYAFLDENFKRCFREFCIPTSSTIEQQNSTRVRQNTREHPSTANTVDRTNHQLENLEAETAPLP. The pKi is 8.0. (4) The small molecule is CCCCOc1ccc(CC(N)=O)cc1. The target protein (P00328) has sequence MSTAGKVIKCKAAVLWEQKKPFSIEEVEVAPPKAHEVRIKMVAAGICRSDDHVVSGTLVAPLPVIAGHEAAGIVESIGEGVTTVRPGDKVIPLFIPQCGKCSVCKHPEGNLCLKNLSMPRGTMQDGTSRFTCRGKPIHHFLGTSTFSQYTVVDEISVAKIDAASPLEKVCLVGCGFSTGYGSAVKVAKVTQGSTCAVFGLGGVGLSVIMGCKAAGAARIIGVDINKDKFAKAKEVGATECVNPQDYKKPIQEVLTEMSNGGVDFSFEVIGRLDTMVAALSCCQEAYGVSVIVGVPPDSQNLSMNPMLLLSGRTWKGAIFGGFKSKDSVPKLVADFMAKKFALDPLITHVLPFEKINEGFDLLRSGKSIRTILTF. The pKi is 5.2.